From a dataset of Full USPTO retrosynthesis dataset with 1.9M reactions from patents (1976-2016). Predict the reactants needed to synthesize the given product. Given the product [ClH:39].[NH2:8][CH:9]([C:11]1[NH:12][C:13]([C:21]2[CH:30]=[CH:29][CH:28]=[C:27]3[C:22]=2[N:23]=[C:24]([NH:32][C:33]([CH3:34])([CH3:36])[CH3:35])[C:25]([CH3:31])=[N:26]3)=[CH:14][C:15]=1[C:16]([OH:18])=[O:17])[CH3:10], predict the reactants needed to synthesize it. The reactants are: C(OC([NH:8][CH:9]([C:11]1[NH:12][C:13]([C:21]2[CH:30]=[CH:29][CH:28]=[C:27]3[C:22]=2[N:23]=[C:24]([NH:32][C:33]([CH3:36])([CH3:35])[CH3:34])[C:25]([CH3:31])=[N:26]3)=[CH:14][C:15]=1[C:16]([O:18]CC)=[O:17])[CH3:10])=O)(C)(C)C.[Li+].[OH-].[ClH:39].